This data is from Reaction yield outcomes from USPTO patents with 853,638 reactions. The task is: Predict the reaction yield, written as a fraction of the theoretical maximum amount of product (1.0 means a 100% yield; for example, 0.34 means a 34% yield). (1) The catalyst is ClCCl.CN(C)C=O. The reactants are [Br:1][C:2]1[CH:11]=[N:10][CH:9]=[C:8]2[C:3]=1[CH:4]=[C:5]([C:12]([OH:14])=O)[CH:6]=[N:7]2.[F:15][C:16]([F:20])([F:19])[CH2:17][NH2:18].C(N(CC)CC)C. The product is [Br:1][C:2]1[CH:11]=[N:10][CH:9]=[C:8]2[C:3]=1[CH:4]=[C:5]([C:12]([NH:18][CH2:17][C:16]([F:20])([F:19])[F:15])=[O:14])[CH:6]=[N:7]2. The yield is 0.580. (2) The reactants are Br[C:2]1[CH:3]=[CH:4][C:5]([O:8][CH3:9])=[N:6][CH:7]=1.C([Li])CCC.[C:15]([O:19][C:20]([N:22]1[CH2:27][CH2:26][CH:25]([C:28](=[O:33])N(OC)C)[CH2:24][CH2:23]1)=[O:21])([CH3:18])([CH3:17])[CH3:16]. The catalyst is C1COCC1. The product is [C:15]([O:19][C:20]([N:22]1[CH2:27][CH2:26][CH:25]([C:28]([C:2]2[CH:7]=[N:6][C:5]([O:8][CH3:9])=[CH:4][CH:3]=2)=[O:33])[CH2:24][CH2:23]1)=[O:21])([CH3:18])([CH3:17])[CH3:16]. The yield is 0.445. (3) The reactants are I[C:2]1[CH:3]=[CH:4][C:5]([CH3:8])=[N:6][CH:7]=1.[C:9]([O:14][CH2:15][CH3:16])(=[O:13])[C:10]#[C:11][CH3:12].N1CCC[C@H]1C(O)=O.C(=O)([O-])[O-].[Na+].[Na+].[N-:31]=[N+:32]=[N-:33].[Na+]. The catalyst is O.CS(C)=O.O.O.O.O.O.S([O-])([O-])(=O)=O.[Cu+2]. The product is [CH3:12][C:11]1[N:33]([C:2]2[CH:7]=[N:6][C:5]([CH3:8])=[CH:4][CH:3]=2)[N:32]=[N:31][C:10]=1[C:9]([O:14][CH2:15][CH3:16])=[O:13]. The yield is 0.0670. (4) The reactants are Br[C:2]1[CH:3]=[CH:4][C:5]([F:8])=[N:6][CH:7]=1.CN(C)CCN(C)C.[Li+].CCC[CH2-].[CH3:22][S:23]SC. No catalyst specified. The product is [F:8][C:5]1[CH:4]=[CH:3][C:2]([S:23][CH3:22])=[CH:7][N:6]=1. The yield is 0.600. (5) The catalyst is O1CCCC1. The yield is 0.860. The product is [OH:23][CH:11]([C@@H:10]([NH:24][C:25](=[O:31])[O:26][C:27]([CH3:30])([CH3:29])[CH3:28])[CH2:9][CH2:8][CH2:7][CH2:6][NH:5][C:3]([NH:2][CH3:1])=[O:4])[C:12](=[O:22])[NH:13][C@@H:14]([C:16]1[CH:21]=[CH:20][CH:19]=[CH:18][CH:17]=1)[CH3:15]. The reactants are [CH3:1][N:2]=[C:3]=[O:4].[NH2:5][CH2:6][CH2:7][CH2:8][CH2:9][C@H:10]([NH:24][C:25](=[O:31])[O:26][C:27]([CH3:30])([CH3:29])[CH3:28])[CH:11]([OH:23])[C:12](=[O:22])[NH:13][C@@H:14]([C:16]1[CH:21]=[CH:20][CH:19]=[CH:18][CH:17]=1)[CH3:15]. (6) The reactants are [OH-].[Na+].[Cl:3][C:4]1[N:9]=[C:8]([CH2:10][S:11]([CH3:20])(=[O:19])=[N:12]C(=O)C(F)(F)F)[CH:7]=[C:6]([N:21]2[CH2:26][CH2:25][O:24][CH2:23][C@H:22]2[CH3:27])[N:5]=1.Br[CH2:29][CH2:30]Br. The catalyst is [Br-].C([N+](CCCCCCCC)(CCCCCCCC)CCCCCCCC)CCCCCCC.CN1C2C(N=C(N)NC=2NCC1CNC1C=CC(C(NC(C(O)=O)CCC(O)=O)=O)=CC=1)=O. The product is [Cl:3][C:4]1[N:5]=[C:6]([N:21]2[CH2:26][CH2:25][O:24][CH2:23][C@H:22]2[CH3:27])[CH:7]=[C:8]([C:10]2([S:11]([CH3:20])(=[NH:12])=[O:19])[CH2:30][CH2:29]2)[N:9]=1. The yield is 0.660.